This data is from Rat liver microsome stability data. The task is: Regression/Classification. Given a drug SMILES string, predict its absorption, distribution, metabolism, or excretion properties. Task type varies by dataset: regression for continuous measurements (e.g., permeability, clearance, half-life) or binary classification for categorical outcomes (e.g., BBB penetration, CYP inhibition). Dataset: rlm. (1) The result is 1 (stable in rat liver microsomes). The compound is CS(=O)(=O)Oc1ccc(Oc2ccc(S(=O)(=O)CC3CS3)cc2)cc1. (2) The drug is O=C(O)c1c(O)c(C2(c3ccc(Cl)cc3)CC2)nc2c(C(F)(F)F)cccc12. The result is 0 (unstable in rat liver microsomes). (3) The molecule is N#C[C@@H]1CCCN1C(=O)c1cccc2c1C(=O)N(Cc1ccccc1)C2. The result is 0 (unstable in rat liver microsomes). (4) The molecule is Cn1ccc2c(C(=O)NCC3CCC(=O)N3)nc(-c3ccccc3C#N)cc21. The result is 1 (stable in rat liver microsomes). (5) The compound is C[C@@H]1Cc2c([nH]c3cc(Cl)c(F)cc23)[C@]2(N1)C(=O)Nc1ccc(Cl)cc12. The result is 0 (unstable in rat liver microsomes).